From a dataset of Full USPTO retrosynthesis dataset with 1.9M reactions from patents (1976-2016). Predict the reactants needed to synthesize the given product. (1) Given the product [C:16]([OH:31])(=[O:35])[CH3:17].[C:27]([C:24]1[CH:23]=[CH:22][C:21]([CH2:20][NH:19][C:17](=[O:18])[CH:16]([C:3]2[C:4]([F:15])=[CH:5][CH:6]=[C:7]([NH:8][C:9]3[CH:10]=[CH:11][CH:12]=[CH:13][CH:14]=3)[C:2]=2[F:1])[O:31][CH3:32])=[CH:26][CH:25]=1)(=[NH:28])[NH2:30], predict the reactants needed to synthesize it. The reactants are: [F:1][C:2]1[C:7]([NH:8][C:9]2[CH:14]=[CH:13][CH:12]=[CH:11][CH:10]=2)=[CH:6][CH:5]=[C:4]([F:15])[C:3]=1[CH:16]([O:31][CH3:32])[C:17]([NH:19][CH2:20][C:21]1[CH:26]=[CH:25][C:24]([C:27](=[NH:30])[NH:28]O)=[CH:23][CH:22]=1)=[O:18].C([OH:35])C. (2) Given the product [Cl:2][C:3]1[N:7]2[CH:8]=[C:9]([C:16](=[O:18])[CH3:17])[CH:10]=[C:11]([C:12]([F:15])([F:13])[F:14])[C:6]2=[N:5][C:4]=1[C:21]([N:23]1[CH2:27][CH2:26][CH:25]([C:28]2[CH:33]=[CH:32][CH:31]=[C:30]([F:34])[CH:29]=2)[CH2:24]1)=[O:22], predict the reactants needed to synthesize it. The reactants are: Cl.[Cl:2][C:3]1[N:7]2[CH:8]=[C:9]([C:16]([O:18]CC)=[CH2:17])[CH:10]=[C:11]([C:12]([F:15])([F:14])[F:13])[C:6]2=[N:5][C:4]=1[C:21]([N:23]1[CH2:27][CH2:26][CH:25]([C:28]2[CH:33]=[CH:32][CH:31]=[C:30]([F:34])[CH:29]=2)[CH2:24]1)=[O:22].